From a dataset of Peptide-MHC class I binding affinity with 185,985 pairs from IEDB/IMGT. Regression. Given a peptide amino acid sequence and an MHC pseudo amino acid sequence, predict their binding affinity value. This is MHC class I binding data. (1) The peptide sequence is GLVGLVTFLL. The MHC is HLA-A68:02 with pseudo-sequence HLA-A68:02. The binding affinity (normalized) is 0.504. (2) The peptide sequence is KSLYNTIAVLY. The binding affinity (normalized) is 0.331. The MHC is HLA-A26:02 with pseudo-sequence HLA-A26:02. (3) The peptide sequence is CTDPYSQMV. The MHC is HLA-A30:01 with pseudo-sequence HLA-A30:01. The binding affinity (normalized) is 0.0847. (4) The peptide sequence is YALINLVQY. The MHC is HLA-A31:01 with pseudo-sequence HLA-A31:01. The binding affinity (normalized) is 0.0824. (5) The peptide sequence is RRRGACVVY. The MHC is HLA-A23:01 with pseudo-sequence HLA-A23:01. The binding affinity (normalized) is 0.213. (6) The peptide sequence is ASDRISGIL. The MHC is HLA-A24:03 with pseudo-sequence HLA-A24:03. The binding affinity (normalized) is 0.0847. (7) The peptide sequence is RAVKLYRKL. The MHC is HLA-A02:01 with pseudo-sequence HLA-A02:01. The binding affinity (normalized) is 0. (8) The peptide sequence is GPCYGQMPR. The MHC is HLA-A31:01 with pseudo-sequence HLA-A31:01. The binding affinity (normalized) is 0.446.